The task is: Predict the product of the given reaction.. This data is from Forward reaction prediction with 1.9M reactions from USPTO patents (1976-2016). (1) Given the reactants [Cl:1][C:2]1[CH:7]=[CH:6][C:5]([C:8]([CH:11]2[CH2:13][CH:12]2[C:14]#[N:15])(O)[CH3:9])=[CH:4][CH:3]=1.[CH3:16][S:17][CH2:18][C:19]1[CH:20]=[CH:21][CH:22]=[C:23]2[C:27]=1[NH:26][CH:25]=[CH:24]2.[Cl-].[In+3].[Cl-].[Cl-].FC(F)(F)C(O)=O, predict the reaction product. The product is: [Cl:1][C:2]1[CH:7]=[CH:6][C:5]([C:8]([CH:11]2[CH2:13][CH:12]2[C:14]#[N:15])([C:24]2[C:23]3[C:27](=[C:19]([CH2:18][S:17][CH3:16])[CH:20]=[CH:21][CH:22]=3)[NH:26][CH:25]=2)[CH3:9])=[CH:4][CH:3]=1. (2) Given the reactants [Cl:1][C:2]1[N:7]2[N:8]=[C:9]([CH3:20])[C:10]([C:11]3[C:16]([CH3:17])=[CH:15][C:14]([CH3:18])=[CH:13][C:12]=3[CH3:19])=[C:6]2[N:5]=[C:4]([CH3:21])[C:3]=1[CH2:22][CH2:23]Cl.[NH2:25][CH:26]([CH2:29][CH3:30])[CH2:27][CH3:28].O.C(OCC)(=O)C, predict the reaction product. The product is: [ClH:1].[CH2:27]([CH:26]([N:25]1[C:2]2[N:7]3[N:8]=[C:9]([CH3:20])[C:10]([C:11]4[C:16]([CH3:17])=[CH:15][C:14]([CH3:18])=[CH:13][C:12]=4[CH3:19])=[C:6]3[N:5]=[C:4]([CH3:21])[C:3]=2[CH2:22][CH2:23]1)[CH2:29][CH3:30])[CH3:28]. (3) Given the reactants [Br:1][C:2]1[CH:7]=[CH:6][C:5]([S:8](Cl)(=[O:10])=[O:9])=[CH:4][CH:3]=1.[NH2:12][C:13]1[CH:18]=[CH:17][C:16]([Cl:19])=[CH:15][C:14]=1[C:20]([C:22]1[CH:27]=[CH:26][N:25]=[CH:24][CH:23]=1)=[O:21], predict the reaction product. The product is: [Br:1][C:2]1[CH:7]=[CH:6][C:5]([S:8]([NH:12][C:13]2[CH:18]=[CH:17][C:16]([Cl:19])=[CH:15][C:14]=2[C:20]([C:22]2[CH:27]=[CH:26][N:25]=[CH:24][CH:23]=2)=[O:21])(=[O:10])=[O:9])=[CH:4][CH:3]=1. (4) The product is: [O:11]1[CH2:12][CH2:13][CH2:14][CH2:15][CH:10]1[O:9][CH2:8][CH2:7][N:5]1[CH:6]=[C:2]([B:23]2[O:27][C:26]([CH3:29])([CH3:28])[C:25]([CH3:31])([CH3:30])[O:24]2)[CH:3]=[N:4]1. Given the reactants I[C:2]1[CH:3]=[N:4][N:5]([CH2:7][CH2:8][O:9][CH:10]2[CH2:15][CH2:14][CH2:13][CH2:12][O:11]2)[CH:6]=1.C([Mg]Cl)(C)C.CO[B:23]1[O:27][C:26]([CH3:29])([CH3:28])[C:25]([CH3:31])([CH3:30])[O:24]1.[Cl-].[NH4+], predict the reaction product. (5) Given the reactants [Cl:1][C:2]1[CH:3]=[N:4][C:5]2[N:6]([N:8]=[C:9]([C:11]([OH:13])=O)[CH:10]=2)[CH:7]=1.[N:14]1[CH:19]=[CH:18][CH:17]=[CH:16][C:15]=1[C:20]1[CH2:21][NH:22][CH2:23][CH2:24][CH:25]=1, predict the reaction product. The product is: [Cl:1][C:2]1[CH:3]=[N:4][C:5]2[N:6]([N:8]=[C:9]([C:11]([N:22]3[CH2:23][CH2:24][CH:25]=[C:20]([C:15]4[CH:16]=[CH:17][CH:18]=[CH:19][N:14]=4)[CH2:21]3)=[O:13])[CH:10]=2)[CH:7]=1.